This data is from Drug-target binding data from BindingDB using IC50 measurements. The task is: Regression. Given a target protein amino acid sequence and a drug SMILES string, predict the binding affinity score between them. We predict pIC50 (pIC50 = -log10(IC50 in M); higher means more potent). Dataset: bindingdb_ic50. (1) The compound is C=C1c2cccc(O)c2C(=O)C2C(=O)[C@]3(O)C(=O)C(C(N)=O)C(=O)[C@@H](N(C)C)[C@@H]3[C@@H](O)[C@H]12. The pIC50 is 5.6. The target protein (P0AEY8) has sequence MQNKLASGARLGRQALLFPLCLVLYEFSTYIGNDMIQPGMLAVVEQYQAGIDWVPTSMTAYLAGGMFLQWLLGPLSDRIGRRPVMLAGVVWFIVTCLAILLAQNIEQFTLLRFLQGISLCFIGAVGYAAIQESFEEAVCIKITALMANVALIAPLLGPLVGAAWIHVLPWEGMFVLFAALAAISFFGLQRAMPETATRIGEKLSLKELGRDYKLVLKNGRFVAGALALGFVSLPLLAWIAQSPIIIITGEQLSSYEYGLLQVPIFGALIAGNLLLARLTSRRTVRSLIIMGGWPIMIGLLVAAAATVISSHAYLWMTAGLSIYAFGIGLANAGLVRLTLFASDMSKGTVSAAMGMLQMLIFTVGIEISKHAWLNGGNGLFNLFNLVNGILWLSLMVIFLKDKQMGNSHEG. (2) The small molecule is O=C(NCC(c1ccccc1)c1ccccc1)Nc1ccccc1CN1CCC(C(=O)c2ccccc2)CC1. The target protein (P51677) has sequence MTTSLDTVETFGTTSYYDDVGLLCEKADTRALMAQFVPPLYSLVFTVGLLGNVVVVMILIKYRRLRIMTNIYLLNLAISDLLFLVTLPFWIHYVRGHNWVFGHGMCKLLSGFYHTGLYSEIFFIILLTIDRYLAIVHAVFALRARTVTFGVITSIVTWGLAVLAALPEFIFYETEELFEETLCSALYPEDTVYSWRHFHTLRMTIFCLVLPLLVMAICYTGIIKTLLRCPSKKKYKAIRLIFVIMAVFFIFWTPYNVAILLSSYQSILFGNDCERSKHLDLVMLVTEVIAYSHCCMNPVIYAFVGERFRKYLRHFFHRHLLMHLGRYIPFLPSEKLERTSSVSPSTAEPELSIVF. The pIC50 is 5.4. (3) The small molecule is CC(C)[C@H](NC(=O)[C@H](C)NC(=O)[C@@H](NC(=O)c1cccc2ccccc12)C(C)(C)C)C(=O)C(=O)NC1CCCCC1. The target protein (P08176) has sequence MKIVLAIASLLALSAVYARPSSIKTFEEYKKAFNKSYATFEDEEAARKNFLESVKYVQSNGGAINHLSDLSLDEFKNRFLMSAEAFEHLKTQFDLNAETNACSINGNAPAEIDLRQMRTVTPIRMQGGCGSCWAFSGVAATESAYLAYRNQSLDLAEQELVDCASQHGCHGDTIPRGIEYIQHNGVVQESYYRYVAREQSCRRPNAQRFGISNYCQIYPPNVNKIREALAQTHSAIAVIIGIKDLDAFRHYDGRTIIQRDNGYQPNYHAVNIVGYSNAQGVDYWIVRNSWDTNWGDNGYGYFAANIDLMMIEEYPYVVIL. The pIC50 is 7.7. (4) The compound is C[C@@H]1[C@H](NC(=O)N(C)C)CCCN1c1cnc(C(N)=O)c(Nc2ccc(C3(C)CCN(C(=O)OC(C)(C)C)CC3)cc2)n1. The target protein sequence is MAAVILESIFLKRSQQKKKTSPLNFKKRLFLLTVHKLSYYEYDFERGRRGSKKGSIDVEKITCVETVVPEKNPPPERQIPRRGEESSEMEQISIIERFPYPFQVVYDEGPLYVFSPTEELRKRWIHQLKNVIRYNSDLVQKYHPCFWIDGQYLCCSQTAKNAMGCQILENRNGSLKPGSSHRKTKKPLPPTPEEDQILKKPLPPEPAAAPVSTSELKKVVALYDYMPMNANDLQLRKGDEYFILEESNLPWWRARDKNGQEGYIPSNYVTEAEDSIEMYEWYSKHMTRSQAEQLLKQEGKEGGFIVRDSSKAGKYTVSVFAKSTGDPQGVIRHYVVCSTPQSQYYLAEKHLFSTIPELINYHQHNSAGLISRLKYPVSQQNKNAPSTAGLGYGSWEIDPKDLTFLKELGTGQFGVVKYGKWRGQYDVAIKMIKEGSMSEDEFIEEAKVMMNLSHEKLVQLYGVCTKQRPIFIITEYMANGSLLNYLREMRHRFQTQQLLE.... The pIC50 is 8.0. (5) The small molecule is Nc1ncnc2c1ncn2[C@@H]1O[C@H](CSCC[C@H](N)C(=O)O)[C@@H](O)[C@H]1O. The target protein (Q15047) has sequence MSSLPGCIGLDAATATVESEEIAELQQAVVEELGISMEELRHFIDEELEKMDCVQQRKKQLAELETWVIQKESEVAHVDQLFDDASRAVTNCESLVKDFYSKLGLQYRDSSSEDESSRPTEIIEIPDEDDDVLSIDSGDAGSRTPKDQKLREAMAALRKSAQDVQKFMDAVNKKSSSQDLHKGTLSQMSGELSKDGDLIVSMRILGKKRTKTWHKGTLIAIQTVGPGKKYKVKFDNKGKSLLSGNHIAYDYHPPADKLYVGSRVVAKYKDGNQVWLYAGIVAETPNVKNKLRFLIFFDDGYASYVTQSELYPICRPLKKTWEDIEDISCRDFIEEYVTAYPNRPMVLLKSGQLIKTEWEGTWWKSRVEEVDGSLVRILFLDDKRCEWIYRGSTRLEPMFSMKTSSASALEKKQGQLRTRPNMGAVRSKGPVVQYTQDLTGTGTQFKPVEPPQPTAPPAPPFPPAPPLSPQAGDSDLESQLAQSRKQVAKKSTSFRPGSVG.... The pIC50 is 5.7. (6) The drug is CCCCCCCCCCCCc1csc([C@@H](O)[C@@H](N)CO)c1. The target protein (P09217) has sequence MPSRTDPKMDRSGGRVRLKAHYGGDILITSVDPTTTFQDLCEEVRDMCGLHQQHPLTLKWVDSEGDPCTVSSQMELEEAFRLACQGRDEVLIIHVFPSIPEQPGMPCPGEDKSIYRRGARRWRKLYRANGHLFQAKRFNRRAYCGQCSERIWGLARQGYRCINCKLLVHKRCHVLVPLTCRRHMDSVMPSQEPPVDDKNDGVDLPSEETDGIAYISSSRKHDNIKDDSEDLKPVIDGVDGIKISQGLGLQDFDLIRVIGRGSYAKVLLVRLKKNDQIYAMKVVKKELVHDDEDIDWVQTEKHVFEQASSNPFLVGLHSCFQTTSRLFLVIEYVNGGDLMFHMQRQRKLPEEHARFYAAEICIALNFLHERGIIYRDLKLDNVLLDADGHIKLTDYGMCKEGLGPGDTTSTFCGTPNYIAPEILRGEEYGFSVDWWALGVLMFEMMAGRSPFDIITDNPDMNTEDYLFQVILEKPIRIPRFLSVKASHVLKGFLNKDPKER.... The pIC50 is 4.9. (7) The compound is O=C(NC1CCOCC1)c1cccc(C2CC2NC2CCC2)c1. The target protein (P27338) has sequence MSNKCDVVVVGGGISGMAAAKLLHDSGLNVVVLEARDRVGGRTYTLRNQKVKYVDLGGSYVGPTQNRILRLAKELGLETYKVNEVERLIHHVKGKSYPFRGPFPPVWNPITYLDHNNFWRTMDDMGREIPSDAPWKAPLAEEWDNMTMKELLDKLCWTESAKQLATLFVNLCVTAETHEVSALWFLWYVKQCGGTTRIISTTNGGQERKFVGGSGQVSERIMDLLGDRVKLERPVIYIDQTRENVLVETLNHEMYEAKYVISAIPPTLGMKIHFNPPLPMMRNQMITRVPLGSVIKCIVYYKEPFWRKKDYCGTMIIDGEEAPVAYTLDDTKPEGNYAAIMGFILAHKARKLARLTKEERLKKLCELYAKVLGSLEALEPVHYEEKNWCEEQYSGGCYTTYFPPGILTQYGRVLRQPVDRIYFAGTETATHWSGYMEGAVEAGERAAREILHAMGKIPEDEIWQSEPESVDVPAQPITTTFLERHLPSVPGLLRLIGLTT.... The pIC50 is 5.0. (8) The compound is O=c1scc(O)n1Cc1ccccc1. The target is XTSFAESXKPVQQPSAFGS. The pIC50 is 4.0. (9) The drug is O=C(/C=C/c1cc(O)c(O)c([N+](=O)[O-])c1)c1ccccc1. The target protein (P80041) has sequence MNASDFRRRGKEMVDYMADYLEGIEGRQVYPDVQPGYLRPLIPATAPQEPDTFEDILQDVEKIIMPGVTHWHSPYFFAYFPTASSYPAMLADMLCGAIGCIGFSWAASPACTELETVMMDWLGKMLQLPEAFLAGEAGEGGGVIQGSASEATLVALLAARTKVVRRLQAASPGLTQGAVLEKLVAYASDQAHSSVERAGLIGGVKLKAIPSDGKFAMRASALQEALERDKAAGLIPFFVVATLGTTSCCSFDNLLEVGPICHEEDIWLHVDAAYAGSAFICPEFRHLLNGVEFADSFNFNPHKWLLVNFDCSAMWVKRRTDLTGAFKLDPVYLKHSHQGSGLITDYRHWQLPLGRRFRSLKMWFVFRMYGVKGLQAYIRKHVQLSHEFEAFVLQDPRFEVCAEVTLGLVCFRLKGSDGLNEALLERINSARKIHLVPCRLRGQFVLRFAICSRKVESGHVRLAWEHIRGLAAELLAAEEGKAEIKS. The pIC50 is 4.3. (10) The compound is NCCCC[C@@H](Oc1ccc(OC(F)(F)F)c(F)c1)c1ccccc1. The target protein (Q9UHI5) has sequence MEEGARHRNNTEKKHPGGGESDASPEAGSGGGGVALKKEIGLVSACGIIVGNIIGSGIFVSPKGVLENAGSVGLALIVWIVTGFITVVGALCYAELGVTIPKSGGDYSYVKDIFGGLAGFLRLWIAVLVIYPTNQAVIALTFSNYVLQPLFPTCFPPESGLRLLAAICLLLLTWVNCSSVRWATRVQDIFTAGKLLALALIIIMGIVQICKGEYFWLEPKNAFENFQEPDIGLVALAFLQGSFAYGGWNFLNYVTEELVDPYKNLPRAIFISIPLVTFVYVFANVAYVTAMSPQELLASNAVAVTFGEKLLGVMAWIMPISVALSTFGGVNGSLFTSSRLFFAGAREGHLPSVLAMIHVKRCTPIPALLFTCISTLLMLVTSDMYTLINYVGFINYLFYGVTVAGQIVLRWKKPDIPRPIKINLLFPIIYLLFWAFLLVFSLWSEPVVCGIGLAIMLTGVPVYFLGVYWQHKPKCFSDFIELLTLVSQKMCVVVYPEVER.... The pIC50 is 3.8.